Dataset: Forward reaction prediction with 1.9M reactions from USPTO patents (1976-2016). Task: Predict the product of the given reaction. (1) Given the reactants [CH3:1][C:2]1[CH:7]=[C:6]([CH3:8])[CH:5]=[CH:4][C:3]=1[NH:9][C:10]([C:12]1[N:13]=[CH:14][NH:15][C:16]=1[C:17]([NH:19][C:20]1[NH:24][C:23]2[CH:25]=[CH:26][C:27]([O:29][CH2:30][C:31](OCC)=[O:32])=[CH:28][C:22]=2[N:21]=1)=[O:18])=[O:11].[NH2:36][CH2:37][CH:38]([OH:41])[CH2:39][OH:40].CC(N(C)C)=O, predict the reaction product. The product is: [OH:41][CH:38]([CH2:39][OH:40])[CH2:37][NH:36][C:31](=[O:32])[CH2:30][O:29][C:27]1[CH:26]=[CH:25][C:23]2[N:24]=[C:20]([NH:19][C:17]([C:16]3[NH:15][CH:14]=[N:13][C:12]=3[C:10]([NH:9][C:3]3[CH:4]=[CH:5][C:6]([CH3:8])=[CH:7][C:2]=3[CH3:1])=[O:11])=[O:18])[NH:21][C:22]=2[CH:28]=1. (2) Given the reactants [CH2:1]([O:8][C:9]1[C:14](=[O:15])[N:13]2[CH:16]=[C:17]([CH3:19])[S:18][C:12]2=[N:11][C:10]=1[C:20](O)=[O:21])[C:2]1[CH:7]=[CH:6][CH:5]=[CH:4][CH:3]=1.Cl.[NH2:24][CH2:25][C:26](=[O:35])[CH2:27][C:28]1[CH:33]=[CH:32][C:31]([F:34])=[CH:30][CH:29]=1.CCN=C=NCCCN(C)C.Cl.C1C=CC2N(O)N=NC=2C=1.C(=O)(O)[O-].[Na+], predict the reaction product. The product is: [F:34][C:31]1[CH:30]=[CH:29][C:28]([CH2:27][C:26](=[O:35])[CH2:25][NH:24][C:20]([C:10]2[N:11]=[C:12]3[S:18][C:17]([CH3:19])=[CH:16][N:13]3[C:14](=[O:15])[C:9]=2[O:8][CH2:1][C:2]2[CH:3]=[CH:4][CH:5]=[CH:6][CH:7]=2)=[O:21])=[CH:33][CH:32]=1. (3) Given the reactants [Cl:1][C:2]1[CH:7]=[CH:6][C:5]([F:8])=[CH:4][C:3]=1[C@H:9]1[CH2:13][CH2:12][CH2:11][N:10]1[C:14]1[CH:19]=[CH:18][N:17]2[N:20]=[CH:21][C:22]([NH:23][C:24]([N:26]3[CH2:29][CH:28]([OH:30])[CH2:27]3)=[O:25])=[C:16]2[N:15]=1.[CH:31]1N=CN(C(N2C=NC=C2)=O)C=1.N1CC[C@H](O)C1, predict the reaction product. The product is: [Cl:1][C:2]1[CH:7]=[CH:6][C:5]([F:8])=[CH:4][C:3]=1[C@H:9]1[CH2:13][CH2:12][CH2:11][N:10]1[C:14]1[CH:19]=[CH:18][N:17]2[N:20]=[CH:21][C:22]([NH:23][C:24]([N:26]3[CH2:31][CH2:27][C@@H:28]([OH:30])[CH2:29]3)=[O:25])=[C:16]2[N:15]=1. (4) Given the reactants [Br:1][C:2]1[C:11]([O:12]C)=[CH:10][CH:9]=[C:8]2[C:3]=1[CH:4]=[CH:5][C:6]([CH3:14])=[N:7]2, predict the reaction product. The product is: [Br:1][C:2]1[C:11]([OH:12])=[CH:10][CH:9]=[C:8]2[C:3]=1[CH:4]=[CH:5][C:6]([CH3:14])=[N:7]2. (5) Given the reactants C(OC(=O)[NH:7][C:8]1[CH2:13][NH:12][CH2:11][C:10]([C:17]2[CH:22]=[C:21]([NH:23][C:24]([C:26]3[C:31]([CH3:32])=[CH:30][C:29]([Br:33])=[CH:28][N:27]=3)=[O:25])[CH:20]=[CH:19][C:18]=2[F:34])([CH:14]([F:16])[F:15])[N:9]=1)(C)(C)C.C(Cl)Cl.N, predict the reaction product. The product is: [NH2:7][C:8]1[CH2:13][NH:12][CH2:11][C:10]([C:17]2[CH:22]=[C:21]([NH:23][C:24]([C:26]3[C:31]([CH3:32])=[CH:30][C:29]([Br:33])=[CH:28][N:27]=3)=[O:25])[CH:20]=[CH:19][C:18]=2[F:34])([CH:14]([F:15])[F:16])[N:9]=1. (6) The product is: [Cl:43][C:44]1[CH:45]=[C:46]([N:50]2[C:10]([C:5]3[CH:6]=[N:7][C:8]([F:9])=[C:3]([Cl:2])[CH:4]=3)=[CH:11][C:12]([C:13]([OH:15])=[O:14])=[N:51]2)[CH:47]=[CH:48][CH:49]=1. Given the reactants [Li].[Cl:2][C:3]1[CH:4]=[C:5]([C:10]([O-])=[CH:11][C:12](=O)[C:13]([O:15]CC)=[O:14])[CH:6]=[N:7][C:8]=1[F:9].ClC1C=C(C2N(C3C=CC=CN=3)N=C(C(O)=O)C=2)C=C(F)C=1.Cl.[Cl:43][C:44]1[CH:45]=[C:46]([NH:50][NH2:51])[CH:47]=[CH:48][CH:49]=1, predict the reaction product. (7) Given the reactants [Cl:1][C:2]1[N:7]=[C:6]([CH:8]=[N:9][OH:10])[CH:5]=[C:4]([CH3:11])[N:3]=1.[Cl:12]N1C(=O)CCC1=O, predict the reaction product. The product is: [Cl:1][C:2]1[N:7]=[C:6]([C:8]([Cl:12])=[N:9][OH:10])[CH:5]=[C:4]([CH3:11])[N:3]=1. (8) Given the reactants Cl.[N:2]12[CH2:9][CH2:8][CH:5]([CH2:6][CH2:7]1)[C:4](=O)[CH2:3]2.Cl.[NH2:12][OH:13].CC(O[Na])=O.O.O.O.[Na+].[Cl-], predict the reaction product. The product is: [N:2]12[CH2:9][CH2:8][CH:5]([CH2:6][CH2:7]1)[C:4](=[N:12][OH:13])[CH2:3]2.